This data is from Full USPTO retrosynthesis dataset with 1.9M reactions from patents (1976-2016). The task is: Predict the reactants needed to synthesize the given product. (1) Given the product [CH3:1][C:2]1[N:3]([CH2:13][C:14]([O:16][CH2:17][CH3:18])=[O:15])[C:4]2[CH2:5][CH2:6][C:7]([CH3:12])([CH3:11])[CH2:8][C:9]=2[C:10]=1[CH2:48][C:47]1[CH:50]=[CH:51][CH:52]=[CH:53][C:46]=1[S:43]([N:38]1[CH2:42][CH2:41][CH2:40][CH2:39]1)(=[O:44])=[O:45], predict the reactants needed to synthesize it. The reactants are: [CH3:1][C:2]1[N:3]([CH2:13][C:14]([O:16][CH2:17][CH3:18])=[O:15])[C:4]2[CH2:5][CH2:6][C:7]([CH3:12])([CH3:11])[CH2:8][C:9]=2[CH:10]=1.FC(F)(F)S(O[Si](C)(C)C)(=O)=O.C([SiH](CC)CC)C.[N:38]1([S:43]([C:46]2[CH:53]=[CH:52][CH:51]=[CH:50][C:47]=2[CH:48]=O)(=[O:45])=[O:44])[CH2:42][CH2:41][CH2:40][CH2:39]1.C(=O)(O)[O-].[Na+]. (2) Given the product [C:1]([N:4]1[C:13]2[C:8](=[CH:9][C:10]([C:14]([NH:37][CH:31]3[CH2:36][CH2:35][CH2:34][CH2:33][CH2:32]3)=[O:15])=[CH:11][CH:12]=2)[C@H:7]([NH:17][C:18]2[CH:19]=[CH:20][C:21]([N:24]3[CH2:29][CH2:28][O:27][CH2:26][CH2:25]3)=[CH:22][CH:23]=2)[CH2:6][C@@H:5]1[CH3:30])(=[O:3])[CH3:2], predict the reactants needed to synthesize it. The reactants are: [C:1]([N:4]1[C:13]2[C:8](=[CH:9][C:10]([C:14](O)=[O:15])=[CH:11][CH:12]=2)[C@H:7]([NH:17][C:18]2[CH:23]=[CH:22][C:21]([N:24]3[CH2:29][CH2:28][O:27][CH2:26][CH2:25]3)=[CH:20][CH:19]=2)[CH2:6][C@@H:5]1[CH3:30])(=[O:3])[CH3:2].[CH:31]1([NH2:37])[CH2:36][CH2:35][CH2:34][CH2:33][CH2:32]1. (3) Given the product [CH3:1][C:2]1[O:6][N:5]=[C:4]([C:7]2[CH:12]=[CH:11][CH:10]=[CH:9][CH:8]=2)[C:3]=1[C:13]1[O:14][C:26]([C:25]2[C:20]3[N:19]=[CH:18][NH:17][C:21]=3[CH:22]=[CH:23][CH:24]=2)=[N:16][N:15]=1, predict the reactants needed to synthesize it. The reactants are: [CH3:1][C:2]1[O:6][N:5]=[C:4]([C:7]2[CH:12]=[CH:11][CH:10]=[CH:9][CH:8]=2)[C:3]=1[C:13]([NH:15][NH2:16])=[O:14].[NH:17]1[C:21]2[CH:22]=[CH:23][CH:24]=[C:25]([C:26](O)=O)[C:20]=2[N:19]=[CH:18]1. (4) The reactants are: [NH2:1][C:2]1[CH:3]=[C:4]([CH:8]=[C:9]([N+:11]([O-:13])=[O:12])[CH:10]=1)[C:5]([OH:7])=[O:6].C(=O)([O-])[O-].[K+].[K+].Br[CH2:21][CH2:22][CH3:23]. Given the product [N+:11]([C:9]1[CH:8]=[C:4]([CH:3]=[C:2]([NH:1][CH2:21][CH2:22][CH3:23])[CH:10]=1)[C:5]([OH:7])=[O:6])([O-:13])=[O:12], predict the reactants needed to synthesize it.